The task is: Predict the reaction yield, written as a fraction of the theoretical maximum amount of product (1.0 means a 100% yield; for example, 0.34 means a 34% yield).. This data is from Reaction yield outcomes from USPTO patents with 853,638 reactions. (1) The reactants are [N:1]([C:4]1[CH:11]=[CH:10][C:7]([C:8]#[N:9])=[CH:6][CH:5]=1)=[N+:2]=[N-:3].[C:12]([O:16][CH2:17][CH3:18])(=[O:15])[C:13]#[CH:14]. The catalyst is C(O)C. The product is [C:8]([C:7]1[CH:6]=[CH:5][C:4]([N:1]2[C:13]([C:12]([O:16][CH2:17][CH3:18])=[O:15])=[CH:14][N:3]=[N:2]2)=[CH:11][CH:10]=1)#[N:9]. The yield is 0.0700. (2) The product is [Cl:25][CH2:2][CH2:3][N:4]1[CH2:8][CH2:7][C@H:6]([NH:9][C:10](=[O:16])[O:11][C:12]([CH3:15])([CH3:14])[CH3:13])[CH2:5]1. The catalyst is C(Cl)Cl.O. The yield is 0.710. The reactants are O[CH2:2][CH2:3][N:4]1[CH2:8][CH2:7][C@H:6]([NH:9][C:10](=[O:16])[O:11][C:12]([CH3:15])([CH3:14])[CH3:13])[CH2:5]1.N1C=CC=CC=1.O=S(Cl)[Cl:25].C([O-])(O)=O.[Na+]. (3) The reactants are [Cl:1][C:2]1[CH:7]=[CH:6][N:5]=[C:4]2[CH:8]=[C:9]([Sn](CCCC)(CCCC)CCCC)[S:10][C:3]=12.Br[C:25]1[CH:26]=[N:27][C:28](=[O:39])[N:29]([CH2:31][CH2:32][N:33]2[CH2:38][CH2:37][O:36][CH2:35][CH2:34]2)[CH:30]=1. The yield is 0.150. The catalyst is C1(C)C=CC=CC=1.C1C=CC([P]([Pd]([P](C2C=CC=CC=2)(C2C=CC=CC=2)C2C=CC=CC=2)([P](C2C=CC=CC=2)(C2C=CC=CC=2)C2C=CC=CC=2)[P](C2C=CC=CC=2)(C2C=CC=CC=2)C2C=CC=CC=2)(C2C=CC=CC=2)C2C=CC=CC=2)=CC=1. The product is [Cl:1][C:2]1[CH:7]=[CH:6][N:5]=[C:4]2[CH:8]=[C:9]([C:25]3[CH:26]=[N:27][C:28](=[O:39])[N:29]([CH2:31][CH2:32][N:33]4[CH2:34][CH2:35][O:36][CH2:37][CH2:38]4)[CH:30]=3)[S:10][C:3]=12. (4) The reactants are [Cl:1][C:2]1[N:13]=[C:12]([NH:14][CH:15]2[CH2:20][CH2:19][CH:18](N)[CH2:17][CH2:16]2)[C:11]2[C:10]3[CH2:9][CH2:8][CH2:7][C:6]=3[S:5][C:4]=2[N:3]=1.[CH2:22]=O.[BH3-][C:25]#[N:26].[Na+]. The catalyst is CO.CCOC(C)=O. The product is [Cl:1][C:2]1[N:13]=[C:12]([NH:14][CH:15]2[CH2:20][CH2:19][CH:18]([N:26]([CH3:25])[CH3:22])[CH2:17][CH2:16]2)[C:11]2[C:10]3[CH2:9][CH2:8][CH2:7][C:6]=3[S:5][C:4]=2[N:3]=1. The yield is 0.870. (5) The product is [I:1][C:2]1[C:6]([C:7]([O:9][CH2:10][CH3:11])=[O:8])=[CH:5][N:4]([CH:13]2[CH2:14][CH2:15][CH2:16][CH2:17][O:12]2)[N:3]=1. The catalyst is C1COCC1. The reactants are [I:1][C:2]1[C:6]([C:7]([O:9][CH2:10][CH3:11])=[O:8])=[CH:5][NH:4][N:3]=1.[O:12]1[CH:17]=[CH:16][CH2:15][CH2:14][CH2:13]1.CC1C=CC(S(O)(=O)=O)=CC=1. The yield is 0.910. (6) The reactants are [CH2:1]=O.Cl.[CH3:4][NH:5][CH3:6].[CH3:7][CH:8]([CH3:14])[CH2:9][CH2:10][C:11](=[O:13])[CH3:12].[OH-].[Na+]. The catalyst is CCOCC.CO. The product is [CH3:4][N:5]([CH2:1][CH:10]([CH2:9][CH:8]([CH3:14])[CH3:7])[C:11](=[O:13])[CH3:12])[CH3:6]. The yield is 0.570. (7) The reactants are [CH2:1]([N:8]([CH2:31][CH:32]([O:36][CH2:37][CH3:38])[O:33][CH2:34][CH3:35])[C:9](=[O:30])[C@@H:10]([NH:12]C(=O)OCC1C2C=CC=CC=2C2C1=CC=CC=2)[CH3:11])[C:2]1[CH:7]=[CH:6][CH:5]=[CH:4][CH:3]=1.N1CCCCC1.ClCCl. No catalyst specified. The product is [NH2:12][C@@H:10]([CH3:11])[C:9]([N:8]([CH2:1][C:2]1[CH:3]=[CH:4][CH:5]=[CH:6][CH:7]=1)[CH2:31][CH:32]([O:36][CH2:37][CH3:38])[O:33][CH2:34][CH3:35])=[O:30]. The yield is 1.00. (8) The reactants are Br[C:2]1[CH:3]=[C:4]([O:11][CH3:12])[C:5]([N+:8]([O-:10])=[O:9])=[N:6][CH:7]=1.[C:13]([O:17][CH2:18][CH3:19])(=[O:16])[CH:14]=[CH2:15].C(P(C(C)(C)C)C1C=CC=CC=1C1C=CC=CC=1)(C)(C)C.[Cl-].[NH4+]. The catalyst is C([O-])(=O)C.[Pd+2].C([O-])(=O)C.C(OCC)(=O)C.CN(C=O)C. The product is [CH2:18]([O:17][C:13](=[O:16])/[CH:14]=[CH:15]/[C:2]1[CH:7]=[N:6][C:5]([N+:8]([O-:10])=[O:9])=[C:4]([O:11][CH3:12])[CH:3]=1)[CH3:19]. The yield is 0.690. (9) The reactants are [CH2:1]([S:3]([C:6]1[CH:7]=[CH:8][C:9]([O:23][CH:24]2[CH2:29][CH2:28][C:27](=[O:30])[CH2:26][CH2:25]2)=[C:10]([C:12]2[C:13]3[CH:22]=[CH:21][NH:20][C:14]=3[C:15](=[O:19])[N:16]([CH3:18])[CH:17]=2)[CH:11]=1)(=[O:5])=[O:4])[CH3:2].[BH4-].[Na+]. The catalyst is O1CCCC1. The product is [CH2:1]([S:3]([C:6]1[CH:7]=[CH:8][C:9]([O:23][C@H:24]2[CH2:29][CH2:28][C@@H:27]([OH:30])[CH2:26][CH2:25]2)=[C:10]([C:12]2[C:13]3[CH:22]=[CH:21][NH:20][C:14]=3[C:15](=[O:19])[N:16]([CH3:18])[CH:17]=2)[CH:11]=1)(=[O:5])=[O:4])[CH3:2]. The yield is 0.689.